This data is from Forward reaction prediction with 1.9M reactions from USPTO patents (1976-2016). The task is: Predict the product of the given reaction. (1) Given the reactants [NH2:1][CH2:2][C:3]([NH2:6])([CH3:5])[CH3:4].C(N(CC)CC)C.Cl[C:15]1[C:24]2[C:19](=[CH:20][CH:21]=[CH:22][CH:23]=2)[N:18]=[CH:17][C:16]=1[N+:25]([O-:27])=[O:26], predict the reaction product. The product is: [N+:25]([C:16]1[CH2:17][N:18]([NH:1][CH2:2][C:3]([CH3:5])([NH2:6])[CH3:4])[C:19]2[C:24]([CH:15]=1)=[CH:23][CH:22]=[CH:21][CH:20]=2)([O-:27])=[O:26]. (2) Given the reactants Cl[C:2]1[CH:3]=[C:4]([F:9])[C:5]([F:8])=[N:6][CH:7]=1.CC(C1C=C(C(C)C)C(C2C=CC=CC=2P(C2CCCCC2)C2CCCCC2)=C(C(C)C)C=1)C.[CH3:44][C:45]1[CH:49]=[C:48]([Sn](C)(C)C)[S:47][N:46]=1, predict the reaction product. The product is: [F:8][C:5]1[C:4]([F:9])=[CH:3][C:2]([C:48]2[S:47][N:46]=[C:45]([CH3:44])[CH:49]=2)=[CH:7][N:6]=1. (3) Given the reactants [CH2:1]([O:3][C:4](=[O:32])[CH2:5][CH2:6][CH2:7][CH2:8][CH2:9][CH2:10][N:11]([C:26]1[CH:31]=[CH:30][CH:29]=[CH:28][N:27]=1)[C:12]1[CH:17]=[CH:16][C:15](OS(C(F)(F)F)(=O)=O)=[CH:14][N:13]=1)[CH3:2].[C:33]1(B(O)O)[CH:38]=[CH:37][CH:36]=[CH:35][CH:34]=1.C(=O)([O-])[O-].[K+].[K+], predict the reaction product. The product is: [CH2:1]([O:3][C:4](=[O:32])[CH2:5][CH2:6][CH2:7][CH2:8][CH2:9][CH2:10][N:11]([C:12]1[CH:17]=[CH:16][C:15]([C:33]2[CH:38]=[CH:37][CH:36]=[CH:35][CH:34]=2)=[CH:14][N:13]=1)[C:26]1[CH:31]=[CH:30][CH:29]=[CH:28][N:27]=1)[CH3:2]. (4) Given the reactants [Br:1][C:2]1[CH:18]=[CH:17][C:5]2[N:6]=[C:7]([C:9]3[CH:14]=[CH:13][CH:12]=[C:11]([O:15]C)[CH:10]=3)[O:8][C:4]=2[CH:3]=1.B(Br)(Br)Br.O, predict the reaction product. The product is: [Br:1][C:2]1[CH:18]=[CH:17][C:5]2[N:6]=[C:7]([C:9]3[CH:10]=[C:11]([OH:15])[CH:12]=[CH:13][CH:14]=3)[O:8][C:4]=2[CH:3]=1. (5) Given the reactants [N:1]1[C:10]2[C:5](=[CH:6][N:7]=[CH:8][CH:9]=2)[C:4]([OH:11])=[CH:3][CH:2]=1.[Cl:12][O-].[Na+].C(O)(=O)C, predict the reaction product. The product is: [Cl:12][C:3]1[CH:2]=[N:1][C:10]2[C:5]([C:4]=1[OH:11])=[CH:6][N:7]=[CH:8][CH:9]=2. (6) Given the reactants [CH2:1]([O:3][C:4](=[O:24])[CH2:5][NH:6][CH2:7][CH2:8][NH:9][S:10]([C:13]1[S:14][C:15]([C:18]2[CH:23]=[CH:22][CH:21]=[CH:20][CH:19]=2)=[N:16][N:17]=1)(=[O:12])=[O:11])[CH3:2].[N:25]1([CH2:34][C:35](O)=[O:36])[CH:33]=[C:31]([CH3:32])[C:29](=[O:30])[NH:28][C:26]1=[O:27], predict the reaction product. The product is: [CH2:1]([O:3][C:4](=[O:24])[CH2:5][N:6]([CH2:7][CH2:8][NH:9][S:10]([C:13]1[S:14][C:15]([C:18]2[CH:19]=[CH:20][CH:21]=[CH:22][CH:23]=2)=[N:16][N:17]=1)(=[O:12])=[O:11])[C:35](=[O:36])[CH2:34][N:25]1[CH:33]=[C:31]([CH3:32])[C:29](=[O:30])[NH:28][C:26]1=[O:27])[CH3:2]. (7) Given the reactants [NH2:1][C:2]1[N:7]=[C:6]([C:8]2[NH:12][C:11]([C:13]3[CH:18]=[C:17]([Cl:19])[CH:16]=[CH:15][C:14]=3[CH3:20])=[C:10]([C:21]([OH:23])=[O:22])[CH:9]=2)[CH:5]=[CH:4][N:3]=1.[I:24]I, predict the reaction product. The product is: [NH2:1][C:2]1[N:7]=[C:6]([C:8]2[NH:12][C:11]([C:13]3[CH:18]=[C:17]([Cl:19])[CH:16]=[CH:15][C:14]=3[CH3:20])=[C:10]([C:21]([OH:23])=[O:22])[CH:9]=2)[C:5]([I:24])=[CH:4][N:3]=1. (8) Given the reactants [NH2:1][C:2]1[S:3][CH:4]=[C:5]([CH2:7][N:8]([CH3:40])[C:9]2[N:14]=[C:13]([Cl:15])[N:12]=[C:11]([N:16](C(OC(C)(C)C)=O)[N:17](C(OC(C)(C)C)=O)C(OC(C)(C)C)=O)[C:10]=2[F:39])[N:6]=1.[ClH:41], predict the reaction product. The product is: [ClH:15].[ClH:41].[ClH:15].[NH2:1][C:2]1[S:3][CH:4]=[C:5]([CH2:7][N:8]([CH3:40])[C:9]2[NH:14][C:13]([Cl:15])=[N:12][C:11](=[N:16][NH2:17])[C:10]=2[F:39])[N:6]=1. (9) Given the reactants [C:1]([O:5][C:6]([CH3:9])([CH3:8])[CH3:7])(=[O:4])[CH:2]=[CH2:3].Br[C:11]1[CH:16]=[CH:15][CH:14]=[C:13]([N+:17]([O-])=O)[C:12]=1[CH3:20].C(N(CC)CC)C.C1(C)C=CC=CC=1P(C1C=CC=CC=1C)C1C=CC=CC=1C.[Cl-].[NH4+], predict the reaction product. The product is: [NH2:17][C:13]1[C:12]([CH3:20])=[C:11]([CH2:3][CH2:2][C:1]([O:5][C:6]([CH3:9])([CH3:8])[CH3:7])=[O:4])[CH:16]=[CH:15][CH:14]=1.